This data is from Experimentally validated miRNA-target interactions with 360,000+ pairs, plus equal number of negative samples. The task is: Binary Classification. Given a miRNA mature sequence and a target amino acid sequence, predict their likelihood of interaction. (1) The protein sequence of the target gene is MPFGCVTLGDKKNYNQPSEVTDRYDLGQVIKTEEFCEIFRAKDKTTGKLHTCKKFQKRDGRKVRKAAKNEIGILKMVKHPNILQLVDVFVTRKEYFIFLELATGREVFDWILDQGYYSERDTSNVVRQVLEAVAYLHSLKIVHRNLKLENLVYYNRLKNSKIVISDFHLAKLENGLIKEPCGTPEYLAPEVVGRQRYGRPVDCWAIGVIMYILLSGNPPFYEEVEEDDYENHDKNLFRKILAGDYEFDSPYWDDISQAAKDLVTRLMEVEQDQRITAEEAISHEWISGNAASDKNIKDGV.... The miRNA is hsa-miR-7976 with sequence UGCCCUGAGACUUUUGCUC. Result: 1 (interaction). (2) The miRNA is mmu-miR-345-5p with sequence GCUGACCCCUAGUCCAGUGCUU. The protein sequence of the target gene is MSTRNPQRKRRGGTVNSRQTQKRTRETTSTPEVSLETEPIELVETVGDEIVDLTCESLEPVVVDLTHNDSVVIVEERRRPRRNGRRLRQDHADSCVVSSDDEELSRDKDVYVTTHTPRSTKDDGATGPRPSGTVSCPICMDGYSEIVQNGRLIVSTECGHVFCSQCLRDSLKNANTCPTCRKKINHKRYHPIYI. Result: 0 (no interaction). (3) The miRNA is mmu-miR-466g with sequence AUACAGACACAUGCACACACA. The protein sequence of the target gene is MSKLSRATRTLKKPEAGGVIRSIVRAGQAIPGPPLGPILGQRGVSINQFCKEFNEKTKDIKEGIPLPTKIFIKPDRTFELKIGQPTVSYFLKAAAGIEKGARHTGKEVAGLVSLKHVYEIACVKAKDDAFAMQDVPLSSVVRSIIGSARSLGIRVVKDLSAEELEAFQKERAVFLAAQKEADLAAQAEAAKK. Result: 1 (interaction). (4) The miRNA is dre-miR-92a-3p with sequence UAUUGCACUUGUCCCGGCCUGU. The protein sequence of the target gene is MSMRPVPGSLSSLLHLHNRQRQPMPASMPGTLPNPTMPGSSAVLMPMERQMSVNSSIMGMQGPNLSNPCASPQVQPMHSEAKMRLKAALTHHPAAMSNGNMSTIGHMMEMMGSRQDQTPHHHLHSHPHQHQTLPPHHPYPHQHQHPAHHPHPQPHHQQNHPHHHSHSHLHAHPAHHQTSPHPPLHTGNQAQVSPATQQMQPTQTIQPPQPTGGRRRRVVDEDPDERRRKFLERNRAAATRCRQKRKVWVMSLEKKAEELTQTNMQLQNEVSMLKNEVAQLKQLLLTHKDCPITAMQKESQ.... Result: 0 (no interaction). (5) The miRNA is rno-miR-200a-5p with sequence CAUCUUACCGGACAGUGCUGG. The protein sequence of the target gene is MENSERAEEMQENYQRNGTAEEQPKLRKEAVGSIEIFRFADGLDITLMILGILASLVNGACLPLMPLVLGEMSDNLISGCLVQTNTTNYQNCTQSQEKLNEDMTLLTLYYVGIGVAALIFGYIQISLWIITAARQTKRIRKQFFHSVLAQDIGWFDSCDIGELNTRMTDDIDKISDGIGDKIALLFQNMSTFSIGLAVGLVKGWKLTLVTLSTSPLIMASAAACSRMVISLTSKELSAYSKAGAVAEEVLSSIRTVIAFRAQEKELQRYTQNLKDAKDFGIKRTIASKVSLGAVYFFMNG.... Result: 0 (no interaction). (6) The miRNA is hsa-miR-6737-5p with sequence UUGGGGUGGUCGGCCCUGGAG. The protein sequence of the target gene is MPLLVEGRRVRLPQSAGDLVRAHPPLEERARLLRGQSVQQVGPQGLLYVQQRELAVTSPKDGSISILGSDDATTCHIVVLRHTGNGATCLTHCDGTDTKAEVPLIMNSIKSFSDHAQCGRLEVHLVGGFSDDRQLSQKLTHQLLSEFDRQEDDIHLVTLCVTELNDREENENHFPVIYGIAVNIKTAEIYRASFQDRGPEEQLRAARTLAGGPMISIYDAETEQLRIGPYSWTPFPHVDFWLHQDDKQILENLSTSPLAEPPHFVEHIRSTLMFLKKHPSPAHTLFSGNKALLYKKNEDG.... Result: 0 (no interaction). (7) The miRNA is hsa-miR-339-3p with sequence UGAGCGCCUCGACGACAGAGCCG. The protein sequence of the target gene is MACGATLKRPMEFEAALLSPGSPKRRRCAPLPGPTPGLRPPDAEPPPPFQTQTPPQSLQQPAPPGSERRLPTPEQIFQNIKQEYSRYQRWRHLEVVLNQSEACASESQPHSSALTAPSSPGSSWMKKDQPTFTLRQVGIICERLLKDYEDKIREEYEQILNTKLAEQYESFVKFTHDQIMRRYGTRPTSYVS. Result: 1 (interaction). (8) Result: 0 (no interaction). The miRNA is hsa-miR-101-3p with sequence UACAGUACUGUGAUAACUGAA. The protein sequence of the target gene is MVEMLPTVAVLVLAVSVVAKDNTTCDGPCGLRFRQNSQAGTRIVSGQSAQLGAWPWMVSLQIFTSHNSRRYHACGGSLLNSHWVLTAAHCFDNKKKVYDWRLVFGAQEIEYGRNKPVKEPQQERYVQKIVIHEKYNVVTEGNDIALLKITPPVTCGNFIGPCCLPHFKAGPPQIPHTCYVTGWGYIKEKAPRPSPVLMEARVDLIDLDLCNSTQWYNGRVTSTNVCAGYPEGKIDTCQGDSGGPLMCRDNVDSPFVVVGITSWGVGCARAKRPGVYTATWDYLDWIASKIGPNALHLIQP.... (9) The miRNA is hsa-miR-1264 with sequence CAAGUCUUAUUUGAGCACCUGUU. The protein sequence of the target gene is MAADVFMCSPRRPRSRGRSVLLKPQVPEDDDDSDTDEPSPPPPSGVATSARAHASAAPLPPRAGPGREEPPRRQQIIHSGHFMVSSPHREHPPKKGYDFDTVNKQTCQTYSFGKTSSCHLSIDASLTKLFECMTLAYSGKLVSPKWKNFKGLKLQWRDKIRLNNAIWRAWYMQYLEKRRNPVCHFVTPLDGSVDVDEHRRPEAITTEGKYWKSRIEIVIREYHKWRTYFKKRLQQHKDEDLSSLAQDDDMLYWHKHGDGWKTPVPMEEDSLLDTDMLMSEFSDTLFSTLSSHQPVAWPNP.... Result: 0 (no interaction).